Dataset: Forward reaction prediction with 1.9M reactions from USPTO patents (1976-2016). Task: Predict the product of the given reaction. (1) Given the reactants [C:1]([C:4]1[CH:9]=[CH:8][C:7]([NH:10][C:11]([NH:13][NH:14][C:15]([O:17]CC)=O)=[O:12])=[CH:6][CH:5]=1)(=[O:3])[CH3:2].C([O-])([O-])=O.[K+].[K+].Cl.O1CCOCC1, predict the reaction product. The product is: [C:1]([C:4]1[CH:5]=[CH:6][C:7]([N:10]2[C:11](=[O:12])[NH:13][NH:14][C:15]2=[O:17])=[CH:8][CH:9]=1)(=[O:3])[CH3:2]. (2) Given the reactants [C:1]([C:4]1[S:5][C:6]([CH3:9])=[CH:7][CH:8]=1)(=O)[CH3:2].[NH2:10][C:11]1[CH:24]=[C:23]([CH3:25])[CH:22]=[CH:21][C:12]=1[C:13]([C:15]1[CH:20]=[CH:19][CH:18]=[CH:17][CH:16]=1)=O, predict the reaction product. The product is: [CH3:25][C:23]1[CH:24]=[C:11]2[C:12]([C:13]([C:15]3[CH:20]=[CH:19][CH:18]=[CH:17][CH:16]=3)=[CH:2][C:1]([C:4]3[S:5][C:6]([CH3:9])=[CH:7][CH:8]=3)=[N:10]2)=[CH:21][CH:22]=1.